Predict the product of the given reaction. From a dataset of Forward reaction prediction with 1.9M reactions from USPTO patents (1976-2016). (1) Given the reactants Cl.[NH2:2][CH:3]([C:9]([O:11][CH2:12][CH3:13])=[O:10])[C:4]([O:6][CH2:7][CH3:8])=[O:5].[F:14][C:15]([F:25])([F:24])[C:16]1[C:20]([C:21](O)=[O:22])=[CH:19][S:18][CH:17]=1.C(N(CC)CC)C.O=C1N(P(Cl)(N2CCOC2=O)=O)CCO1, predict the reaction product. The product is: [F:24][C:15]([F:14])([F:25])[C:16]1[C:20]([C:21]([NH:2][CH:3]([C:4]([O:6][CH2:7][CH3:8])=[O:5])[C:9]([O:11][CH2:12][CH3:13])=[O:10])=[O:22])=[CH:19][S:18][CH:17]=1. (2) Given the reactants [Cl:1][C:2]1[CH:3]=[N:4][CH:5]=[C:6]([Cl:20])[C:7]=1[S:8][C:9]1[S:13][C:12]([C:14]([OH:16])=O)=[CH:11][C:10]=1[N+:17]([O-:19])=[O:18].[CH2:21]([N:23]1[CH2:27][CH2:26][CH:25]([CH2:28][NH2:29])[CH2:24]1)[CH3:22], predict the reaction product. The product is: [Cl:20][C:6]1[CH:5]=[N:4][CH:3]=[C:2]([Cl:1])[C:7]=1[S:8][C:9]1[S:13][C:12]([C:14]([NH:29][CH2:28][CH:25]2[CH2:26][CH2:27][N:23]([CH2:21][CH3:22])[CH2:24]2)=[O:16])=[CH:11][C:10]=1[N+:17]([O-:19])=[O:18]. (3) Given the reactants Cl.[NH2:2][CH2:3][C:4]([NH:6][CH:7]([C:14]1[CH:19]=[CH:18][C:17]([Cl:20])=[CH:16][CH:15]=1)[C:8]1[CH:13]=[CH:12][CH:11]=[CH:10][CH:9]=1)=[O:5].[O:21]1[CH2:25][CH2:24][C:23]2[CH:26]=[C:27]([C:30](O)=[O:31])[CH:28]=[CH:29][C:22]1=2, predict the reaction product. The product is: [Cl:20][C:17]1[CH:18]=[CH:19][C:14]([CH:7]([NH:6][C:4]([CH2:3][NH:2][C:30]([C:27]2[CH:28]=[CH:29][C:22]3[O:21][CH2:25][CH2:24][C:23]=3[CH:26]=2)=[O:31])=[O:5])[C:8]2[CH:13]=[CH:12][CH:11]=[CH:10][CH:9]=2)=[CH:15][CH:16]=1.